Task: Predict the reactants needed to synthesize the given product.. Dataset: Full USPTO retrosynthesis dataset with 1.9M reactions from patents (1976-2016) Given the product [CH3:38][O:37][C:31]1[CH:30]=[C:29]([CH:34]=[CH:33][C:32]=1[O:35][CH3:36])[CH2:28][N:13]1[C:12](=[O:39])[C:11]2[C:16](=[CH:17][CH:18]=[C:9]([OH:8])[CH:10]=2)[N:15]([CH:19]2[CH2:24][CH2:23][N:22]([CH:25]=[O:26])[CH2:21][CH2:20]2)[C:14]1=[O:27], predict the reactants needed to synthesize it. The reactants are: C([O:8][C:9]1[CH:10]=[C:11]2[C:16](=[CH:17][CH:18]=1)[N:15]([CH:19]1[CH2:24][CH2:23][N:22]([CH:25]=[O:26])[CH2:21][CH2:20]1)[C:14](=[O:27])[N:13]([CH2:28][C:29]1[CH:34]=[CH:33][C:32]([O:35][CH3:36])=[C:31]([O:37][CH3:38])[CH:30]=1)[C:12]2=[O:39])C1C=CC=CC=1.C([O-])=O.[NH4+].